This data is from Full USPTO retrosynthesis dataset with 1.9M reactions from patents (1976-2016). The task is: Predict the reactants needed to synthesize the given product. (1) Given the product [Br:1][C:2]1[CH:3]=[C:4]2[C:9](=[CH:10][CH:11]=1)[CH:8]=[C:7]([C:12]#[N:14])[CH:6]=[CH:5]2, predict the reactants needed to synthesize it. The reactants are: [Br:1][C:2]1[CH:3]=[C:4]2[C:9](=[CH:10][CH:11]=1)[CH:8]=[C:7]([C:12]([NH2:14])=O)[CH:6]=[CH:5]2.N1C=CC=CC=1.C(OC(C(F)(F)F)=O)(C(F)(F)F)=O. (2) The reactants are: [CH2:1]([O:3][C:4]([N:6]1[CH2:11][CH2:10][CH:9]([C:12]2[C:20]3[C:15](=[CH:16][C:17]([F:21])=[CH:18][CH:19]=3)[NH:14][CH:13]=2)[CH2:8][CH2:7]1)=[O:5])[CH3:2].Br[CH2:23][C:24]1[CH:28]=[CH:27][S:26][CH:25]=1. Given the product [CH2:1]([O:3][C:4]([N:6]1[CH2:11][CH2:10][CH:9]([C:12]2[C:20]3[C:15](=[CH:16][C:17]([F:21])=[CH:18][CH:19]=3)[N:14]([CH2:23][C:24]3[CH:28]=[CH:27][S:26][CH:25]=3)[CH:13]=2)[CH2:8][CH2:7]1)=[O:5])[CH3:2], predict the reactants needed to synthesize it. (3) Given the product [C:14]([O:18][C:19](=[O:20])[NH:21][C@H:22]([CH2:34][OH:35])[CH2:23][CH2:24][CH2:25][NH:26][C:27]([O:29][C:30]([CH3:33])([CH3:32])[CH3:31])=[O:28])([CH3:15])([CH3:17])[CH3:16], predict the reactants needed to synthesize it. The reactants are: CN1CCOCC1.ClC(OCC)=O.[C:14]([O:18][C:19]([NH:21][C@H:22]([C:34](O)=[O:35])[CH2:23][CH2:24][CH2:25][NH:26][C:27]([O:29][C:30]([CH3:33])([CH3:32])[CH3:31])=[O:28])=[O:20])([CH3:17])([CH3:16])[CH3:15].[H-].[Al+3].[Li+].[H-].[H-].[H-].[OH-].[Na+]. (4) Given the product [OH:10][CH2:9][CH2:8][C:4]1[CH:3]=[C:2]([NH:1][C:19](=[O:20])[O:21][C:22]([CH3:25])([CH3:24])[CH3:23])[CH:7]=[CH:6][CH:5]=1, predict the reactants needed to synthesize it. The reactants are: [NH2:1][C:2]1[CH:3]=[C:4]([CH2:8][CH2:9][OH:10])[CH:5]=[CH:6][CH:7]=1.O1CCOCC1.[OH-].[Na+].[C:19](O[C:19]([O:21][C:22]([CH3:25])([CH3:24])[CH3:23])=[O:20])([O:21][C:22]([CH3:25])([CH3:24])[CH3:23])=[O:20]. (5) Given the product [CH:1]1([NH:4][C:5]2[N:10]3[N:11]=[CH:12][C:13](/[CH:14]=[C:35]4\[NH:29][C:30](=[O:31])[NH:32][C:33]\4=[O:34])=[C:9]3[N:8]=[C:7]([N:16]3[CH2:17][CH2:18][N:19]([C:22]([O:24][C:25]([CH3:28])([CH3:27])[CH3:26])=[O:23])[CH2:20][CH2:21]3)[CH:6]=2)[CH2:2][CH2:3]1, predict the reactants needed to synthesize it. The reactants are: [CH:1]1([NH:4][C:5]2[N:10]3[N:11]=[CH:12][C:13]([CH:14]=O)=[C:9]3[N:8]=[C:7]([N:16]3[CH2:21][CH2:20][N:19]([C:22]([O:24][C:25]([CH3:28])([CH3:27])[CH3:26])=[O:23])[CH2:18][CH2:17]3)[CH:6]=2)[CH2:3][CH2:2]1.[NH:29]1[CH2:35][C:33](=[O:34])[NH:32][C:30]1=[O:31].N1CCCCC1.